Dataset: Forward reaction prediction with 1.9M reactions from USPTO patents (1976-2016). Task: Predict the product of the given reaction. (1) Given the reactants Cl[C:2]1[C:3]([NH2:9])=[N:4][CH:5]=[N:6][C:7]=1Cl.[O:10]([C:17]1[CH:22]=[CH:21][C:20](B(O)O)=[CH:19][CH:18]=1)[C:11]1[CH:16]=[CH:15][CH:14]=[CH:13][CH:12]=1.[NH2:26][CH2:27][C:28]1([F:41])[CH2:33][CH2:32][N:31]([C:34]([O:36]C(C)(C)C)=O)[CH2:30][CH2:29]1.[N:42]1([CH2:48][CH2:49]C(O)=O)[CH2:47][CH2:46][CH2:45][CH2:44][CH2:43]1, predict the reaction product. The product is: [NH2:9][C:3]1[N:4]=[CH:5][N:6]=[C:7]([NH:26][CH2:27][C:28]2([F:41])[CH2:29][CH2:30][N:31]([C:34](=[O:36])[CH2:49][CH2:48][N:42]3[CH2:47][CH2:46][CH2:45][CH2:44][CH2:43]3)[CH2:32][CH2:33]2)[C:2]=1[C:20]1[CH:21]=[CH:22][C:17]([O:10][C:11]2[CH:16]=[CH:15][CH:14]=[CH:13][CH:12]=2)=[CH:18][CH:19]=1. (2) The product is: [Cl:8][C:9]1[CH:21]=[C:20]([O:22][C:23]2[CH:24]=[N:25][C:26]([CH:30]3[CH2:32][CH2:31]3)=[C:27]([Cl:29])[CH:28]=2)[C:19]([Cl:33])=[CH:18][C:10]=1[C:11]([OH:13])=[O:12]. Given the reactants FC(F)(F)C(O)=O.[Cl:8][C:9]1[CH:21]=[C:20]([O:22][C:23]2[CH:24]=[N:25][C:26]([CH:30]3[CH2:32][CH2:31]3)=[C:27]([Cl:29])[CH:28]=2)[C:19]([Cl:33])=[CH:18][C:10]=1[C:11]([O:13]C(C)(C)C)=[O:12], predict the reaction product. (3) The product is: [CH3:16][O:15][C:4]1[CH:3]=[C:2]([O:1][CH2:50][CH2:49][O:48][CH2:47][CH2:46][O:45][CH3:43])[C:9]([C:10]2[S:11][CH:12]=[CH:13][CH:14]=2)=[CH:8][C:5]=1[CH:6]=[O:7]. Given the reactants [OH:1][C:2]1[C:9]([C:10]2[S:11][CH:12]=[CH:13][CH:14]=2)=[CH:8][C:5]([CH:6]=[O:7])=[C:4]([O:15][CH3:16])[CH:3]=1.C1(P(C2C=CC=CC=2)C2C=CC=CC=2)C=CC=CC=1.N([C:43]([O:45][CH2:46][CH3:47])=O)=N[C:43]([O:45][CH2:46][CH3:47])=O.[O:48]1CC[CH2:50][CH2:49]1, predict the reaction product. (4) Given the reactants [NH2:1][C:2]1[C:9]([F:10])=[CH:8][C:5]([C:6]#[N:7])=[C:4]([C:11]([F:14])([F:13])[F:12])[CH:3]=1.[C:15](Cl)(Cl)=[S:16], predict the reaction product. The product is: [F:10][C:9]1[C:2]([N:1]=[C:15]=[S:16])=[CH:3][C:4]([C:11]([F:14])([F:12])[F:13])=[C:5]([CH:8]=1)[C:6]#[N:7]. (5) Given the reactants [S:1]([CH2:9][CH2:10][C:11](O)=O)([CH2:4][CH2:5][C:6](O)=O)(=[O:3])=[O:2].[NH2:14][NH:15][C:16]([NH2:18])=[S:17].[OH-].[K+], predict the reaction product. The product is: [S:1]([CH2:9][CH2:10][C:11]1[S:17][C:16]([NH2:18])=[N:15][N:14]=1)([CH2:4][CH2:5][C:6]1[S:17][C:16]([NH2:18])=[N:15][N:14]=1)(=[O:3])=[O:2]. (6) Given the reactants [CH2:1]([N:8]([S:18]([C:21]1[CH:22]=[N:23][CH:24]=[CH:25][CH:26]=1)(=[O:20])=[O:19])[C:9]1[CH:10]=[C:11]([CH:15]=[CH:16][CH:17]=1)[C:12]([OH:14])=O)[C:2]1[CH:7]=[CH:6][CH:5]=[CH:4][CH:3]=1.[CH:27]([NH2:30])([CH3:29])[CH3:28], predict the reaction product. The product is: [CH2:1]([N:8]([S:18]([C:21]1[CH:22]=[N:23][CH:24]=[CH:25][CH:26]=1)(=[O:19])=[O:20])[C:9]1[CH:10]=[C:11]([CH:15]=[CH:16][CH:17]=1)[C:12]([NH:30][CH:27]([CH3:29])[CH3:28])=[O:14])[C:2]1[CH:7]=[CH:6][CH:5]=[CH:4][CH:3]=1. (7) Given the reactants [Cl:1][C:2]1[CH:7]=[CH:6][C:5]([CH2:8][C:9]2[C:18]3[C:13](=[CH:14][CH:15]=[CH:16][CH:17]=3)[C:12](=[O:19])[N:11]([CH:20]3[CH2:26][CH2:25][CH2:24][NH:23][CH2:22][CH2:21]3)[N:10]=2)=[CH:4][CH:3]=1.CC1C=CC(S(O[CH2:38][CH2:39][CH2:40][CH2:41][NH:42][C:43]([O:45][C:46]([CH3:49])([CH3:48])[CH3:47])=[O:44])(=O)=O)=CC=1.[I-].[Na+].CCN(C(C)C)C(C)C, predict the reaction product. The product is: [Cl:1][C:2]1[CH:7]=[CH:6][C:5]([CH2:8][C:9]2[C:18]3[C:13](=[CH:14][CH:15]=[CH:16][CH:17]=3)[C:12](=[O:19])[N:11]([CH:20]3[CH2:26][CH2:25][CH2:24][N:23]([CH2:38][CH2:39][CH2:40][CH2:41][NH:42][C:43](=[O:44])[O:45][C:46]([CH3:49])([CH3:48])[CH3:47])[CH2:22][CH2:21]3)[N:10]=2)=[CH:4][CH:3]=1. (8) Given the reactants [CH3:1][O:2][C:3]1[C:10]([F:11])=[C:9]([F:12])[C:6]([CH2:7][OH:8])=[C:5]([F:13])[C:4]=1[F:14].[C:15]([C:17]([CH3:27])=[CH:18][C@@H:19]1[C@@H:21]([C:22](O)=[O:23])[C:20]1([CH3:26])[CH3:25])#[N:16], predict the reaction product. The product is: [C:15]([C:17]([CH3:27])=[CH:18][C@@H:19]1[C@@H:21]([C:22]([O:8][CH2:7][C:6]2[C:5]([F:13])=[C:4]([F:14])[C:3]([O:2][CH3:1])=[C:10]([F:11])[C:9]=2[F:12])=[O:23])[C:20]1([CH3:26])[CH3:25])#[N:16]. (9) Given the reactants [Cl:1][C:2]1[CH:3]=[C:4]([CH2:9][N:10]2[C:14]([CH3:15])=[C:13]([C:16]([NH:18][C:19]3[S:20][C:21]([C:25](OCC)=[O:26])=[C:22]([CH3:24])[N:23]=3)=[O:17])[N:12]=[N:11]2)[CH:5]=[CH:6][C:7]=1[Cl:8].CC(C[AlH]CC(C)C)C.C1(C)C=CC=CC=1.[NH4+].[Cl-], predict the reaction product. The product is: [Cl:1][C:2]1[CH:3]=[C:4]([CH2:9][N:10]2[C:14]([CH3:15])=[C:13]([C:16]([NH:18][C:19]3[S:20][C:21]([CH2:25][OH:26])=[C:22]([CH3:24])[N:23]=3)=[O:17])[N:12]=[N:11]2)[CH:5]=[CH:6][C:7]=1[Cl:8].